Task: Binary Classification. Given a miRNA mature sequence and a target amino acid sequence, predict their likelihood of interaction.. Dataset: Experimentally validated miRNA-target interactions with 360,000+ pairs, plus equal number of negative samples (1) The miRNA is hsa-miR-374c-3p with sequence CACUUAGCAGGUUGUAUUAUAU. Result: 0 (no interaction). The protein sequence of the target gene is MAEHGESSEDRISEIDYEFLPELSALLGVDAFQVAKSQEEEEHKERMKMKKGFNSQMRSEAKRLKTFETYDTFRSWTPQEMAAAGFYHTGVRLGVQCFCCSLILFGNSLRKLPIERHKKLRPECEFLQGKDVGNIGKYDIRVKRPEKMLRGGKARYHEEEARLESFEDWPFYAHGTSPRVLSAAGFVFTGKRDTVQCFSCGGSLGNWEEGDDPWKEHAKWFPKCEFLQSKKSSEEIAQYIQSYEGFVHVTGEHFVKSWVRRELPMVSAYCNDSVFANEELRMDMFKDWPQESPVGVEALV.... (2) The miRNA is hsa-miR-519c-5p with sequence CUCUAGAGGGAAGCGCUUUCUG. The protein sequence of the target gene is MEHIRTPKVENVRLVDRVSPKKAALGTLYLTATHVIFVENSPDPRKETWILHSQISTIEKQATTATGCPLLIRCKNFQIIQLIIPQERDCHDVYISLIRLARPVKYEELYCFSFNPMLDKEEREQGWVLIDLSEEYTRMGLPNHYWQLSDVNRDYRVCDSYPTELYVPKSATAHIIVGSSKFRSRRRFPVLSYYYKDNHASICRSSQPLSGFSARCLEDEQMLQAIRKANPGSDFVYVVDTRPKLNAMANRAAGKGYENEDNYSNIKFQFIGIENIHVMRNSLQKMLEVCELKSPSMSDF.... Result: 0 (no interaction). (3) The miRNA is mmu-miR-466h-5p with sequence UGUGUGCAUGUGCUUGUGUGUA. The protein sequence of the target gene is MVKRKSSEGQEQDGGRGIPLPIQTFLWRQTSAFLRPKLGKQYEASCVSFERVLVENKLHGLSPALSEAIQSISRWELVQAALPHVLHCTATLLSNRNKLGHQDKLGVAETKLLHTLHWMLLEAPQDCNNERFGGTDRGSSWGGSSSAFIHQVENQGSPGQPCQSSSNDEEENNRRKIFQNSMATVELFVFLFAPLVHRIKESDLTFRLASGLVIWQPMWEHRQPGVSGFTALVKPIRNIITAKRSSPINSQSRTCESPNQDARHLEGLQVVCETFQSDSISPKATISGCHRGNSFDGSLS.... Result: 0 (no interaction). (4) The miRNA is hsa-miR-92a-3p with sequence UAUUGCACUUGUCCCGGCCUGU. The protein sequence of the target gene is MSMPDAMPLPGVGEELKQAKEIEDAEKYSFMATVTKAPKKQIQFADDMQEFTKFPTKTGRRSLSRSISQSSTDSYSSAASYTDSSDDEVSPREKQQTNSKGSSNFCVKNIKQAEFGRREIEIAEQDMSALISLRKRAQGEKPLAGAKIVGCTHITAQTAVLIETLCALGAQCRWSACNIYSTQNEVAAALAEAGVAVFAWKGESEDDFWWCIDRCVNMDGWQANMILDDGGDLTHWVYKKYPNVFKKIRGIVEESVTGVHRLYQLSKAGKLCVPAMNVNDSVTKQKFDNLYCCRESILDG.... Result: 1 (interaction). (5) The miRNA is hsa-miR-4793-3p with sequence UCUGCACUGUGAGUUGGCUGGCU. The protein sequence of the target gene is MARACLQAVKYLMFAFNLLFWLGGCGVLGVGIWLAATQGSFATLSSSFPSLSAANLLIITGAFVMAIGFVGCLGAIKENKCLLLTFFLLLLLVFLLEATIAILFFAYTDKIDRYAQQDLKKGLHLYGTQGNVGLTNAWSIIQTDFRCCGVSNYTDWFEVYNATRVPDSCCLEFSESCGLHAPGTWWKAPCYETVKVWLQENLLAVGIFGLCTALVQILGLTFAMTMYCQVVKADTYCA. Result: 0 (no interaction). (6) The miRNA is ath-miR775 with sequence UUCGAUGUCUAGCAGUGCCA. Result: 0 (no interaction). The protein sequence of the target gene is MDSDASLVSSRPSSPEPDDLFLPARSKGGSSSGFTGGTVSSSTPSDCPPELSSELRGAMGASGAHPGDKLGGGGFKSSSSSTSSSTSSAATSSTKKDKKQMTEPELQQLRLKINSRERKRMHDLNIAMDGLREVMPYAHGPSVRKLSKIATLLLARNYILMLTNSLEEMKRLVSEIYGGHHAGFHPSACGGLAHSAPLPTATAHPAAAAHAAHHPAVHHPILPPAAAAAAAAAAAAAVSSASLPGSGLSSVGSIRPPHGLLKSPSAAAAAPLGGGGGGSGGSGGFQHWGGMPCPCSMCQV....